This data is from Catalyst prediction with 721,799 reactions and 888 catalyst types from USPTO. The task is: Predict which catalyst facilitates the given reaction. (1) Reactant: [CH:1]1([CH:7]([NH:20][C:21]2[CH:29]=[CH:28][C:24]([C:25](O)=[O:26])=[CH:23][CH:22]=2)[C:8]2[CH:12]=[C:11]([C:13]3[CH:18]=[CH:17][N:16]=[CH:15][CH:14]=3)[O:10][C:9]=2[CH3:19])[CH2:6][CH2:5][CH2:4][CH2:3][CH2:2]1.[CH3:30][NH:31][CH2:32][CH2:33][C:34]([O:36]CC)=[O:35].Cl.C(N=C=NCCCN(C)C)C.O.OC1C2N=NNC=2C=CC=1. Product: [CH:1]1([CH:7]([NH:20][C:21]2[CH:29]=[CH:28][C:24]([C:25]([N:31]([CH3:30])[CH2:32][CH2:33][C:34]([OH:36])=[O:35])=[O:26])=[CH:23][CH:22]=2)[C:8]2[CH:12]=[C:11]([C:13]3[CH:14]=[CH:15][N:16]=[CH:17][CH:18]=3)[O:10][C:9]=2[CH3:19])[CH2:6][CH2:5][CH2:4][CH2:3][CH2:2]1. The catalyst class is: 842. (2) Reactant: [N:1]1[C:5]2[CH:6]=[CH:7][CH:8]=[CH:9][C:4]=2[NH:3][C:2]=1[C:10]([OH:12])=O.CN(C(ON1N=[N:28][C:23]2[CH:24]=[CH:25][CH:26]=[CH:27][C:22]1=2)=[N+](C)C)C.[B-](F)(F)(F)F.[CH:35]1C=CC2N(O)N=NC=2C=1.CC[N:47]([CH:51]([CH3:53])C)[CH:48]([CH3:50])C.CN([CH:57]=[O:58])C. Product: [N:47]1[CH:48]=[CH:50][C:57]([O:58][C:25]2[CH:24]=[C:23]([NH:28][C:10]([C:2]3[NH:1][C:5]4[CH:6]=[CH:7][C:8]([CH3:35])=[CH:9][C:4]=4[N:3]=3)=[O:12])[CH:22]=[CH:27][CH:26]=2)=[CH:53][CH:51]=1. The catalyst class is: 6. (3) Reactant: C(NC(C)C)(C)C.[Li]CCCC.[F:13][C:14]1[C:15]([C:21]#[N:22])=[N:16][CH:17]=[C:18]([F:20])[CH:19]=1.[I:23]I. Product: [F:13][C:14]1[C:15]([C:21]#[N:22])=[N:16][CH:17]=[C:18]([F:20])[C:19]=1[I:23]. The catalyst class is: 1.